From a dataset of Full USPTO retrosynthesis dataset with 1.9M reactions from patents (1976-2016). Predict the reactants needed to synthesize the given product. Given the product [ClH:42].[Cl:43][C:38]1[CH:37]=[C:36](/[CH:35]=[CH:34]/[C:33]([N:28]2[CH2:29][CH2:30][C:31](=[O:32])[N:25]([CH2:24][CH2:23][CH2:22][CH2:21][N:9]3[CH2:10][CH2:11][CH:12]([OH:13])[CH:7]([OH:6])[CH2:8]3)[CH2:26][CH2:27]2)=[O:44])[CH:41]=[CH:40][C:39]=1[Cl:42], predict the reactants needed to synthesize it. The reactants are: C([Si](C)(C)[O:6][CH:7]1[CH:12]([O:13][Si](C(C)(C)C)(C)C)[CH2:11][CH2:10][N:9]([CH2:21][CH2:22][CH2:23][CH2:24][N:25]2[C:31](=[O:32])[CH2:30][CH2:29][N:28]([C:33](=[O:44])/[CH:34]=[CH:35]/[C:36]3[CH:41]=[CH:40][C:39]([Cl:42])=[C:38]([Cl:43])[CH:37]=3)[CH2:27][CH2:26]2)[CH2:8]1)(C)(C)C.Cl.